This data is from Catalyst prediction with 721,799 reactions and 888 catalyst types from USPTO. The task is: Predict which catalyst facilitates the given reaction. (1) Reactant: [NH:1]1[CH:5]=[C:4](B(O)O)[CH:3]=[N:2]1.Cl[C:10]1[C:14]2[CH:15]=[C:16]([CH:28]=[O:29])[C:17]([N:20]3[CH2:25][C@H:24]([CH3:26])[O:23][C@H:22]([CH3:27])[CH2:21]3)=[C:18]([F:19])[C:13]=2[O:12][N:11]=1.C1(P(C2CCCCC2)C2C=CC=CC=2C2C(OC)=CC=CC=2OC)CCCCC1. Product: [CH3:27][C@H:22]1[O:23][C@@H:24]([CH3:26])[CH2:25][N:20]([C:17]2[C:16]([CH:28]=[O:29])=[CH:15][C:14]3[C:10]([C:4]4[CH:3]=[N:2][NH:1][CH:5]=4)=[N:11][O:12][C:13]=3[C:18]=2[F:19])[CH2:21]1. The catalyst class is: 110. (2) Reactant: [Cl:1][C:2]1[CH:3]=[CH:4][C:5]2[C:11](=[O:12])[NH:10][C:9]3[CH:13]=[CH:14][C:15]([O:17]CC)=[CH:16][C:8]=3[NH:7][C:6]=2[CH:20]=1.B(Br)(Br)Br. Product: [Cl:1][C:2]1[CH:3]=[CH:4][C:5]2[C:11](=[O:12])[NH:10][C:9]3[CH:13]=[CH:14][C:15]([OH:17])=[CH:16][C:8]=3[NH:7][C:6]=2[CH:20]=1. The catalyst class is: 4.